This data is from Full USPTO retrosynthesis dataset with 1.9M reactions from patents (1976-2016). The task is: Predict the reactants needed to synthesize the given product. Given the product [CH3:37][N:36]([CH3:38])[CH2:35][CH2:34][CH2:33][N:7]1[C:6]2[N:1]=[CH:2][N:3]=[C:4]([C:10]3[CH:11]=[C:12]([NH:16][C:17](=[O:28])[C:18]4[CH:23]=[CH:22][CH:21]=[C:20]([C:24]([F:26])([F:25])[F:27])[CH:19]=4)[CH:13]=[CH:14][CH:15]=3)[C:5]=2[CH:9]=[CH:8]1, predict the reactants needed to synthesize it. The reactants are: [N:1]1[C:6]2[NH:7][CH:8]=[CH:9][C:5]=2[C:4]([C:10]2[CH:11]=[C:12]([NH:16][C:17](=[O:28])[C:18]3[CH:23]=[CH:22][CH:21]=[C:20]([C:24]([F:27])([F:26])[F:25])[CH:19]=3)[CH:13]=[CH:14][CH:15]=2)=[N:3][CH:2]=1.[H-].[Na+].Cl.Cl[CH2:33][CH2:34][CH2:35][N:36]([CH3:38])[CH3:37].